Dataset: Forward reaction prediction with 1.9M reactions from USPTO patents (1976-2016). Task: Predict the product of the given reaction. (1) Given the reactants [C:1]1(Cl)[C:7](=O)[C:6](Cl)=[C:5](Cl)[C:3](=O)[C:2]=1Cl, predict the reaction product. The product is: [CH3:2][C:7]1[CH:6]=[C:5]2[C:3](=[CH:5][CH:6]=[CH:7][CH:1]=[C:3]2[CH3:2])[CH:1]=1. (2) Given the reactants Cl.[Cl:2][C:3]1[CH:8]=[CH:7][N:6]=[C:5]([C:9]([O:11]C)=O)[CH:4]=1.[CH3:13][NH2:14], predict the reaction product. The product is: [Cl:2][C:3]1[CH:8]=[CH:7][N:6]=[C:5]([C:9]([NH:14][CH3:13])=[O:11])[CH:4]=1. (3) Given the reactants [NH2:1][C:2]1[N:10]=[C:9]([C:11]2[C:19]3[C:14](=[N:15][CH:16]=[CH:17][CH:18]=3)[N:13]([CH2:20][C:21]3[CH:26]=[CH:25][CH:24]=[CH:23][C:22]=3[F:27])[N:12]=2)[N:8]=[C:7]2[C:3]=1[N:4]([CH3:29])[C:5](=[O:28])[NH:6]2.[CH3:30]CN(P1(N(C)CCCN1C)=NC(C)(C)C)CC.IC.O, predict the reaction product. The product is: [NH2:1][C:2]1[N:10]=[C:9]([C:11]2[C:19]3[C:14](=[N:15][CH:16]=[CH:17][CH:18]=3)[N:13]([CH2:20][C:21]3[CH:26]=[CH:25][CH:24]=[CH:23][C:22]=3[F:27])[N:12]=2)[N:8]=[C:7]2[C:3]=1[N:4]([CH3:29])[C:5](=[O:28])[N:6]2[CH3:30].